Dataset: Reaction yield outcomes from USPTO patents with 853,638 reactions. Task: Predict the reaction yield, written as a fraction of the theoretical maximum amount of product (1.0 means a 100% yield; for example, 0.34 means a 34% yield). (1) The product is [F:1][C:2]1[CH:3]=[CH:4][C:5]([CH2:6][CH2:7][O:8][C:9]2[CH:14]=[CH:13][C:12]([B:15]3[O:17][C:27](=[O:28])[CH2:26][N:21]([CH3:20])[CH2:22][C:23](=[O:24])[O:16]3)=[CH:11][CH:10]=2)=[CH:18][CH:19]=1. The yield is 0.750. The catalyst is C1(C)C=CC=CC=1.CS(C)=O.CCOC(C)=O. The reactants are [F:1][C:2]1[CH:19]=[CH:18][C:5]([CH2:6][CH2:7][O:8][C:9]2[CH:14]=[CH:13][C:12]([B:15]([OH:17])[OH:16])=[CH:11][CH:10]=2)=[CH:4][CH:3]=1.[CH3:20][N:21]([CH2:26][C:27](O)=[O:28])[CH2:22][C:23](O)=[O:24]. (2) The reactants are [CH2:1]([O:3][C:4](=[O:14])[C:5]#[C:6][C:7]1[CH:12]=[CH:11][C:10]([F:13])=[CH:9][CH:8]=1)[CH3:2].[N:15]([CH2:18][Si:19]([CH3:22])([CH3:21])[CH3:20])=[N+:16]=[N-:17]. The catalyst is C1C=CC=CC=1. The product is [CH2:1]([O:3][C:4]([C:5]1[N:15]([CH2:18][Si:19]([CH3:22])([CH3:21])[CH3:20])[N:16]=[N:17][C:6]=1[C:7]1[CH:8]=[CH:9][C:10]([F:13])=[CH:11][CH:12]=1)=[O:14])[CH3:2]. The yield is 0.410. (3) The catalyst is C(Cl)Cl.CN(C)C1C=CN=CC=1. The reactants are [N:1]([C@@H:4]1[C:9](=[O:10])[O:8][C@H:7]([C@@H:11]([OH:14])[CH2:12][OH:13])[C@@H:6]2[O:15][C:16]([CH3:19])([CH3:18])[O:17][C@H:5]12)=[N+:2]=[N-:3].C(N(CC)CC)C.[Si:27](Cl)([C:30]([CH3:33])([CH3:32])[CH3:31])([CH3:29])[CH3:28]. The yield is 0.580. The product is [N:1]([C@@H:4]1[C:9](=[O:10])[O:8][C@H:7]([C@@H:11]([OH:14])[CH2:12][O:13][Si:27]([C:30]([CH3:33])([CH3:32])[CH3:31])([CH3:29])[CH3:28])[C@@H:6]2[O:15][C:16]([CH3:19])([CH3:18])[O:17][C@H:5]12)=[N+:2]=[N-:3]. (4) The reactants are [CH3:1][O:2][C:3]1[CH:4]=[C:5]([CH:8]=[CH:9][C:10]=1[O:11][CH3:12])[CH:6]=O.[OH-:13].[K+].Cl.[CH3:16][CH2:17][OH:18]. No catalyst specified. The product is [CH3:1][O:2][C:3]1[CH:4]=[C:5]([CH:6]=[CH:16][C:17]([C:3]2[CH:4]=[CH:5][CH:8]=[C:9]([OH:13])[CH:10]=2)=[O:18])[CH:8]=[CH:9][C:10]=1[O:11][CH3:12]. The yield is 0.490. (5) The reactants are Br[C:2]1[CH:3]=[N:4][CH:5]=[CH:6][C:7]=1[CH3:8].C([Li])CCC.CCCCCC.[CH3:20][C:21]1[CH:22]=[C:23]([O:26][C:27]=1[CH3:28])[CH:24]=[O:25].O. The catalyst is O1CCCC1. The product is [CH3:20][C:21]1[CH:22]=[C:23]([CH:24]([C:2]2[CH:3]=[N:4][CH:5]=[CH:6][C:7]=2[CH3:8])[OH:25])[O:26][C:27]=1[CH3:28]. The yield is 0.280.